Task: Predict the reaction yield, written as a fraction of the theoretical maximum amount of product (1.0 means a 100% yield; for example, 0.34 means a 34% yield).. Dataset: Reaction yield outcomes from USPTO patents with 853,638 reactions The reactants are [CH2:1]([O:3][C:4]([C:6]1[CH:7]=[N:8][N:9]([CH:12]([CH3:21])[C:13](=[O:20])[C:14]2[CH:19]=[CH:18][CH:17]=[CH:16][CH:15]=2)[C:10]=1[NH2:11])=[O:5])[CH3:2].[BH4-].[Na+]. The catalyst is CCO. The product is [CH2:1]([O:3][C:4]([C:6]1[CH:7]=[N:8][N:9]([CH:12]([CH3:21])[CH:13]([OH:20])[C:14]2[CH:19]=[CH:18][CH:17]=[CH:16][CH:15]=2)[C:10]=1[NH2:11])=[O:5])[CH3:2]. The yield is 0.980.